This data is from Forward reaction prediction with 1.9M reactions from USPTO patents (1976-2016). The task is: Predict the product of the given reaction. (1) Given the reactants [Cl:1]N1C(=O)CCC1=O.C(O)(=O)C.C(NC(=O)[O-])C.[CH3:19][O:20][C:21]1[CH:22]=[CH:23][C:24]2[CH:25]([CH3:33])[CH:26]3[CH2:30][NH:29][CH2:28][CH:27]3[C:31]=2[CH:32]=1, predict the reaction product. The product is: [Cl:1][C:32]1[C:31]2[CH:27]3[CH2:28][NH:29][CH2:30][CH:26]3[CH:25]([CH3:33])[C:24]=2[CH:23]=[CH:22][C:21]=1[O:20][CH3:19]. (2) The product is: [NH2:10][C:11]1[C:12]([C:13]#[N:14])=[C:15]([NH:7][S:4]([CH2:1][CH2:2][CH3:3])(=[O:6])=[O:5])[CH:16]=[CH:17][C:18]=1[F:19]. Given the reactants [CH2:1]([S:4]([NH2:7])(=[O:6])=[O:5])[CH2:2][CH3:3].[H-].[Na+].[NH2:10][C:11]1[C:18]([F:19])=[CH:17][CH:16]=[C:15](F)[C:12]=1[C:13]#[N:14].CCOC(C)=O, predict the reaction product. (3) Given the reactants [CH2:1]([NH:5][C:6](=[O:47])[C@H:7]([CH3:46])[CH2:8][C@H:9]([OH:45])[C@@H:10]([NH:37][C:38]([O:40][C:41]([CH3:44])([CH3:43])[CH3:42])=[O:39])[CH2:11][C@@H:12]([CH:34]([CH3:36])[CH3:35])[CH2:13][C:14]1[CH:19]=[CH:18][C:17]([O:20]CC2C=CC=CC=2)=[C:16]([O:28][CH2:29][CH2:30][CH2:31][O:32][CH3:33])[CH:15]=1)[CH2:2][CH2:3][CH3:4], predict the reaction product. The product is: [CH2:1]([NH:5][C:6](=[O:47])[C@H:7]([CH3:46])[CH2:8][C@H:9]([OH:45])[C@@H:10]([NH:37][C:38]([O:40][C:41]([CH3:42])([CH3:44])[CH3:43])=[O:39])[CH2:11][C@@H:12]([CH:34]([CH3:35])[CH3:36])[CH2:13][C:14]1[CH:19]=[CH:18][C:17]([OH:20])=[C:16]([O:28][CH2:29][CH2:30][CH2:31][O:32][CH3:33])[CH:15]=1)[CH2:2][CH2:3][CH3:4]. (4) Given the reactants Cl[C:2]1[CH:7]=[CH:6][N:5]=[C:4]2[CH:8]=[C:9]([C:11]([N:13]3[CH2:18][CH:17]4[CH:15]([CH:16]4[N:19](C)C)[CH2:14]3)=[O:12])[S:10][C:3]=12.[CH3:22][C:23]1[NH:24][C:25]2[C:30]([CH:31]=1)=[CH:29][C:28]([NH2:32])=[CH:27][CH:26]=2, predict the reaction product. The product is: [NH2:19][CH:16]1[CH:17]2[CH:15]1[CH2:14][N:13]([C:11]([C:9]1[S:10][C:3]3[C:4](=[N:5][CH:6]=[CH:7][C:2]=3[NH:32][C:28]3[CH:29]=[C:30]4[C:25](=[CH:26][CH:27]=3)[NH:24][C:23]([CH3:22])=[CH:31]4)[CH:8]=1)=[O:12])[CH2:18]2.